Dataset: Forward reaction prediction with 1.9M reactions from USPTO patents (1976-2016). Task: Predict the product of the given reaction. (1) Given the reactants [CH2:1]([O:8][N:9]1[C:14]2[N:15]=[CH:16][N:17]=[CH:18][C:13]=2[C:12](O)=[CH:11][C:10]1=[O:20])[C:2]1[CH:7]=[CH:6][CH:5]=[CH:4][CH:3]=1.C([N:23]([CH2:26][CH3:27])[CH2:24][CH3:25])C, predict the reaction product. The product is: [CH2:1]([O:8][N:9]1[C:14]2[N:15]=[CH:16][N:17]=[CH:18][C:13]=2[C:12]([N:23]2[CH2:24][CH2:25][C:6]3[C:27](=[CH:4][CH:3]=[CH:2][CH:7]=3)[CH2:26]2)=[CH:11][C:10]1=[O:20])[C:2]1[CH:7]=[CH:6][CH:5]=[CH:4][CH:3]=1. (2) Given the reactants [O:1]1[C:9]2[C:4](=[N:5][CH:6]=[CH:7][CH:8]=2)[N:3]=[C:2]1[C:10]1[C:11]([NH2:25])=[N:12][CH:13]=[C:14](B2OC(C)(C)C(C)(C)O2)[CH:15]=1.Br[C:27]1[CH:32]=[CH:31][C:30]([N:33]2[CH2:38][CH2:37][N:36]([CH3:39])[CH2:35][CH2:34]2)=[CH:29][C:28]=1[O:40][CH3:41].C(=O)([O-])[O-].[Na+].[Na+].COCCOC, predict the reaction product. The product is: [CH3:41][O:40][C:28]1[CH:29]=[C:30]([N:33]2[CH2:34][CH2:35][N:36]([CH3:39])[CH2:37][CH2:38]2)[CH:31]=[CH:32][C:27]=1[C:14]1[CH:15]=[C:10]([C:2]2[O:1][C:9]3[C:4]([N:3]=2)=[N:5][CH:6]=[CH:7][CH:8]=3)[C:11]([NH2:25])=[N:12][CH:13]=1. (3) Given the reactants [Cl:1][C:2]1[CH:3]=[C:4]2[C:9](=[CH:10][C:11]=1[O:12][C:13]1[CH:18]=[CH:17][C:16]([C:19](=[O:34])[NH:20][C:21]3[CH:26]=[CH:25][CH:24]=[C:23]([C:27]4[CH:32]=[CH:31][C:30]([Cl:33])=[CH:29][CH:28]=4)[N:22]=3)=[CH:15][CH:14]=1)[O:8][CH2:7][CH2:6][CH:5]2[C:35]([O:37]C(C)(C)C)=[O:36].FC(F)(F)C(O)=O, predict the reaction product. The product is: [Cl:1][C:2]1[CH:3]=[C:4]2[C:9](=[CH:10][C:11]=1[O:12][C:13]1[CH:14]=[CH:15][C:16]([C:19](=[O:34])[NH:20][C:21]3[CH:26]=[CH:25][CH:24]=[C:23]([C:27]4[CH:32]=[CH:31][C:30]([Cl:33])=[CH:29][CH:28]=4)[N:22]=3)=[CH:17][CH:18]=1)[O:8][CH2:7][CH2:6][CH:5]2[C:35]([OH:37])=[O:36]. (4) Given the reactants [CH3:1][O:2][C:3]([C:5]1[CH:14]=[CH:13][C:12]2[C:7](=[C:8]([OH:15])[CH:9]=[CH:10][CH:11]=2)[N:6]=1)=[O:4].CCN(CC)CC.[F:23][C:24]([F:37])([F:36])[S:25](O[S:25]([C:24]([F:37])([F:36])[F:23])(=[O:27])=[O:26])(=[O:27])=[O:26].C([O-])(O)=O.[Na+], predict the reaction product. The product is: [CH3:1][O:2][C:3]([C:5]1[CH:14]=[CH:13][C:12]2[C:7](=[C:8]([O:15][S:25]([C:24]([F:37])([F:36])[F:23])(=[O:27])=[O:26])[CH:9]=[CH:10][CH:11]=2)[N:6]=1)=[O:4].